Regression. Given a peptide amino acid sequence and an MHC pseudo amino acid sequence, predict their binding affinity value. This is MHC class II binding data. From a dataset of Peptide-MHC class II binding affinity with 134,281 pairs from IEDB. (1) The peptide sequence is GELQIVDKIMAAFKI. The MHC is DRB5_0101 with pseudo-sequence DRB5_0101. The binding affinity (normalized) is 0.809. (2) The binding affinity (normalized) is 0.301. The MHC is H-2-IAb with pseudo-sequence H-2-IAb. The peptide sequence is EAIIRILQQLLFIHFRIGCQHSR. (3) The peptide sequence is YDKDLANVSTVLTGK. The MHC is DRB1_0101 with pseudo-sequence DRB1_0101. The binding affinity (normalized) is 0.615.